Task: Predict which catalyst facilitates the given reaction.. Dataset: Catalyst prediction with 721,799 reactions and 888 catalyst types from USPTO (1) Reactant: [CH2:1]([O:3][C:4]([C:6]1[C:7]([OH:24])=[C:8]2[C:16](Cl)=[C:15](Cl)[N:14]([CH2:19][CH2:20][CH:21]([CH3:23])[CH3:22])[C:9]2=[C:10]([C:12]#[N:13])[N:11]=1)=[O:5])[CH3:2].C([O-])=O.[NH4+]. Product: [CH2:1]([O:3][C:4]([C:6]1[C:7]([OH:24])=[C:8]2[CH:16]=[CH:15][N:14]([CH2:19][CH2:20][CH:21]([CH3:23])[CH3:22])[C:9]2=[C:10]([C:12]#[N:13])[N:11]=1)=[O:5])[CH3:2]. The catalyst class is: 78. (2) Reactant: [F:1][C:2]1[CH:3]=[CH:4][C:5]2[C:6]3[C:11]([CH:12]([CH3:25])[N:13]([C:16]([C:18]4[CH:19]=[C:20]([OH:24])[CH:21]=[CH:22][CH:23]=4)=[O:17])[C:14]=2[CH:15]=1)=[CH:10][CH:9]=[CH:8][CH:7]=3. Product: [F:1][C:2]1[CH:3]=[CH:4][C:5]2[C:6]3[C:11]([C@H:12]([CH3:25])[N:13]([C:16]([C:18]4[CH:19]=[C:20]([OH:24])[CH:21]=[CH:22][CH:23]=4)=[O:17])[C:14]=2[CH:15]=1)=[CH:10][CH:9]=[CH:8][CH:7]=3. The catalyst class is: 22. (3) Reactant: [CH:1]1([CH2:7][C:8](=[O:10])[CH3:9])[CH2:6][CH2:5][CH2:4][CH2:3][CH2:2]1.[C:12]([O:14][CH2:15][CH3:16])(=[O:13])[C:12]([O:14][CH2:15][CH3:16])=[O:13].CC[O-].[Na+].CCO. Product: [CH:1]1([CH2:7][C:8](=[O:10])[CH2:9][C:12]([O:14][CH2:15][CH3:16])=[O:13])[CH2:6][CH2:5][CH2:4][CH2:3][CH2:2]1. The catalyst class is: 625. (4) Reactant: FC(F)(F)C(O)=O.[CH3:8][N:9]1[C:17]2[C@:16]3([CH3:21])[C:18]([CH3:20])([CH3:19])[C@@H:13]([CH2:14][CH2:15]3)[C:12]=2[C:11](=[O:22])[N:10]1[CH2:23][C:24]1[C:25]([C:48]([F:51])([F:50])[F:49])=[N:26][N:27](C(C2C=CC=CC=2)(C2C=CC=CC=2)C2C=CC=CC=2)[CH:28]=1.C([SiH](CC)CC)C. Product: [CH3:8][N:9]1[C:17]2[C@:16]3([CH3:21])[C:18]([CH3:19])([CH3:20])[C@@H:13]([CH2:14][CH2:15]3)[C:12]=2[C:11](=[O:22])[N:10]1[CH2:23][C:24]1[C:25]([C:48]([F:49])([F:50])[F:51])=[N:26][NH:27][CH:28]=1. The catalyst class is: 4. (5) Reactant: [CH2:1]([N:8]1[C:13](=[O:14])[C:12]([C:15]([O:17]CC)=[O:16])=[CH:11][C:10]2[CH:20]([CH3:29])[O:21][C:22]3[CH:23]=[C:24]([Cl:28])[CH:25]=[CH:26][C:27]=3[C:9]1=2)[C:2]1[CH:7]=[CH:6][CH:5]=[CH:4][CH:3]=1.[Li+].[OH-].Cl. Product: [CH2:1]([N:8]1[C:13](=[O:14])[C:12]([C:15]([OH:17])=[O:16])=[CH:11][C:10]2[CH:20]([CH3:29])[O:21][C:22]3[CH:23]=[C:24]([Cl:28])[CH:25]=[CH:26][C:27]=3[C:9]1=2)[C:2]1[CH:7]=[CH:6][CH:5]=[CH:4][CH:3]=1. The catalyst class is: 1. (6) Reactant: [CH3:1][C:2]1[C:7]2[CH2:8][CH2:9][C:10]3[CH:15]=[CH:14][N:13]=[CH:12][C:11]=3[CH:16]([N:17]=[C:18]=[S:19])[C:6]=2[CH:5]=[CH:4][CH:3]=1.[Cl:20][C:21]1[CH:22]=[C:23]([C:29]([NH:31][C@@H:32]2[CH2:36][CH2:35][N:34]([CH3:37])[C:33]2=[O:38])=[O:30])[CH:24]=[N:25][C:26]=1[NH:27][NH2:28]. Product: [Cl:20][C:21]1[CH:22]=[C:23]([C:29]([NH:31][C@@H:32]2[CH2:36][CH2:35][N:34]([CH3:37])[C:33]2=[O:38])=[O:30])[CH:24]=[N:25][C:26]=1[NH:27][NH:28][C:18]([NH:17][CH:16]1[C:11]2[CH:12]=[N:13][CH:14]=[CH:15][C:10]=2[CH2:9][CH2:8][C:7]2[C:2]([CH3:1])=[CH:3][CH:4]=[CH:5][C:6]1=2)=[S:19]. The catalyst class is: 44. (7) Reactant: C[O:2][C:3](=[O:17])[C:4]1[CH:9]=[CH:8][C:7]([O:10][CH3:11])=[C:6]([O:12][CH2:13][CH2:14][CH2:15][OH:16])[CH:5]=1.Cl. Product: [OH:16][CH2:15][CH2:14][CH2:13][O:12][C:6]1[CH:5]=[C:4]([CH:9]=[CH:8][C:7]=1[O:10][CH3:11])[C:3]([OH:17])=[O:2]. The catalyst class is: 464. (8) Reactant: [C:1]([C:3]1[CH:4]=[C:5]2[C:9](=[CH:10][CH:11]=1)[N:8]([S:12]([C:15]1[CH:20]=[CH:19][C:18]([O:21][CH3:22])=[CH:17][C:16]=1[O:23][CH3:24])(=[O:14])=[O:13])[C:7](=[O:25])[C:6]2([NH:35][C:36](=[O:44])OC1C=CC=CC=1)[C:26]1[C:27]([O:32][CH2:33][CH3:34])=[N:28][CH:29]=[CH:30][CH:31]=1)#[N:2].[CH3:45][N:46]1[CH2:51][CH2:50][CH:49]([N:52]2[CH2:57][CH2:56][NH:55][CH2:54][CH2:53]2)[CH2:48][CH2:47]1.C1COCC1.C(O)(C(F)(F)F)=O. Product: [C:1]([C:3]1[CH:4]=[C:5]2[C:9](=[CH:10][CH:11]=1)[N:8]([S:12]([C:15]1[CH:20]=[CH:19][C:18]([O:21][CH3:22])=[CH:17][C:16]=1[O:23][CH3:24])(=[O:13])=[O:14])[C:7](=[O:25])[C:6]2([NH:35][C:36]([N:55]1[CH2:54][CH2:53][N:52]([CH:49]2[CH2:50][CH2:51][N:46]([CH3:45])[CH2:47][CH2:48]2)[CH2:57][CH2:56]1)=[O:44])[C:26]1[C:27]([O:32][CH2:33][CH3:34])=[N:28][CH:29]=[CH:30][CH:31]=1)#[N:2]. The catalyst class is: 47.